From a dataset of hERG Central: cardiac toxicity at 1µM, 10µM, and general inhibition. Predict hERG channel inhibition at various concentrations. (1) The molecule is O=C(c1ccc2c(c1)OCO2)C1CCCN(Cc2cn[nH]c2-c2ccccc2)C1. Results: hERG_inhib (hERG inhibition (general)): blocker. (2) The drug is CCCCc1nc(S(=O)(=O)c2ccc(Cl)cc2)c(N2CCOCC2)o1. Results: hERG_inhib (hERG inhibition (general)): blocker. (3) The compound is O=C(O)c1cn(Cc2ccccc2)c2ccc(Cl)cc2c1=O. Results: hERG_inhib (hERG inhibition (general)): blocker. (4) The molecule is OCCC1CN(CCCc2ccccc2)CCN1CCc1ccccc1. Results: hERG_inhib (hERG inhibition (general)): blocker. (5) The molecule is Cc1ccc2nc3c(cc(C(=O)NCCc4ccccc4)c(=N)n3CCCN3CCOCC3)c(=O)n2c1. Results: hERG_inhib (hERG inhibition (general)): blocker. (6) The molecule is CCCCN(CCCC)CC(O)COc1ccccc1C(=O)Nc1ccccc1. Results: hERG_inhib (hERG inhibition (general)): blocker. (7) The molecule is NC1=NC[C@H](Cc2ccc(O)cc2)N1CCCCC1CCCCC1. Results: hERG_inhib (hERG inhibition (general)): blocker. (8) The molecule is CCN(CC)CC(=O)NN(Cc1ccccc1)c1ccccc1.O=C(O)C(=O)O. Results: hERG_inhib (hERG inhibition (general)): blocker. (9) The molecule is O=S(=O)(NCC(c1cccnc1)N1CCN(Cc2ccccc2)CC1)c1ccc(F)cc1. Results: hERG_inhib (hERG inhibition (general)): blocker.